From a dataset of Retrosynthesis with 50K atom-mapped reactions and 10 reaction types from USPTO. Predict the reactants needed to synthesize the given product. (1) The reactants are: CCCCn1c2c(cc(NC(=O)OCc3ccccc3)c1=O)CCCC2. Given the product CCCCn1c2c(cc(N)c1=O)CCCC2, predict the reactants needed to synthesize it. (2) Given the product COc1cc(C=C2CCc3cc(O)ccc3C2=O)cc(OC)c1, predict the reactants needed to synthesize it. The reactants are: COc1cc(C=O)cc(OC)c1.O=C1CCCc2cc(O)ccc21.